From a dataset of Forward reaction prediction with 1.9M reactions from USPTO patents (1976-2016). Predict the product of the given reaction. (1) The product is: [NH2:13][C:12]1[C:3]2=[N:4][CH:5]=[CH:6][C:7]([C:8]([F:11])([F:10])[F:9])=[C:2]2[S:18][C:17]=1[C:16]([O:15][CH3:14])=[O:19]. Given the reactants Cl[C:2]1[C:3]([C:12]#[N:13])=[N:4][CH:5]=[CH:6][C:7]=1[C:8]([F:11])([F:10])[F:9].[CH3:14][O:15][C:16](=[O:19])[CH2:17][SH:18].C(=O)([O-])[O-].[K+].[K+], predict the reaction product. (2) Given the reactants Br[C:2]1[NH:3][C:4]2[C:9]([C:10]=1[CH:11]1[CH2:16][CH2:15][CH2:14][CH2:13][CH2:12]1)=[CH:8][CH:7]=[C:6]([C:17]([O:19][CH3:20])=[O:18])[CH:5]=2.[Li+].[Cl-].[C:23]([O-:26])([O-])=[O:24].[Na+].[Na+].CC1(C)C(C)(C)OB([C:37]2[CH:42]=[CH:41][CH:40]=[CH:39][C:38]=2NC(=O)OC(C)(C)C)O1, predict the reaction product. The product is: [C:6]([O:26][C:23]([C:37]1[CH:42]=[CH:41][CH:40]=[CH:39][C:38]=1[C:2]1[NH:3][C:4]2[C:9]([C:10]=1[CH:11]1[CH2:16][CH2:15][CH2:14][CH2:13][CH2:12]1)=[CH:8][CH:7]=[C:6]([C:17]([O:19][CH3:20])=[O:18])[CH:5]=2)=[O:24])([CH3:17])([CH3:7])[CH3:5]. (3) Given the reactants [CH3:1][O-:2].[Na+].Cl[C:5]1[C:6]2[N:18]=[C:17]([C:19]3[CH:24]=[CH:23][C:22]([F:25])=[CH:21][CH:20]=3)[CH:16]=[CH:15][C:7]=2[N:8]=[C:9]([NH:11]C(=O)C)[N:10]=1, predict the reaction product. The product is: [F:25][C:22]1[CH:21]=[CH:20][C:19]([C:17]2[CH:16]=[CH:15][C:7]3[N:8]=[C:9]([NH2:11])[N:10]=[C:5]([O:2][CH3:1])[C:6]=3[N:18]=2)=[CH:24][CH:23]=1. (4) Given the reactants [Na:1].[CH2:2]1[O:4][CH2:3]1.[C:5]([OH:10])(=[O:9])[C:6]([CH3:8])=[CH2:7].[CH2:11]=[CH:12][C:13]1[CH:18]=[CH:17][CH:16]=[CH:15][CH:14]=1.[C:19]([OH:24])(=[O:23])[C:20]([CH3:22])=[CH2:21].[C:25]([O:29][CH2:30][CH2:31][CH2:32][CH3:33])(=[O:28])[CH:26]=[CH2:27].C(OCCCC)(=O)CS.S(OOS([O-])(=O)=O)([O-])(=O)=O.[NH4+].[NH4+], predict the reaction product. The product is: [CH:11]([CH2:7][C:6](=[CH2:8])[C:5]([OH:10])=[O:9])=[CH:12][C:13]1[CH:18]=[CH:17][CH:16]=[CH:15][CH:14]=1.[C:25]([O:29][CH2:30][CH2:31][CH2:32][CH3:33])(=[O:28])[CH:26]=[CH2:27].[Na:1].[CH2:3]1[O:4][CH2:2]1.[C:19]([OH:24])(=[O:23])[C:20]([CH3:22])=[CH2:21].